Dataset: Forward reaction prediction with 1.9M reactions from USPTO patents (1976-2016). Task: Predict the product of the given reaction. (1) Given the reactants [C:1]1([S:7]([C:10]2([CH2:19][NH2:20])[CH2:18][C:17]3[C:12](=[CH:13][CH:14]=[CH:15][CH:16]=3)[CH2:11]2)(=[O:9])=[O:8])[CH:6]=[CH:5][CH:4]=[CH:3][CH:2]=1.[N:21]([C:24]1[C:29]([CH:30]([CH3:32])[CH3:31])=[CH:28][CH:27]=[CH:26][C:25]=1[CH:33]([CH3:35])[CH3:34])=[C:22]=[O:23], predict the reaction product. The product is: [C:1]1([S:7]([C:10]2([CH2:19][NH:20][C:22]([NH:21][C:24]3[C:25]([CH:33]([CH3:34])[CH3:35])=[CH:26][CH:27]=[CH:28][C:29]=3[CH:30]([CH3:32])[CH3:31])=[O:23])[CH2:11][C:12]3[C:17](=[CH:16][CH:15]=[CH:14][CH:13]=3)[CH2:18]2)(=[O:9])=[O:8])[CH:2]=[CH:3][CH:4]=[CH:5][CH:6]=1. (2) Given the reactants [CH3:1][N:2]1[C:10]2[C:5](=[CH:6][CH:7]=[C:8](B3OC(C)(C)C(C)(C)O3)[CH:9]=2)[C:4]([CH3:21])([CH3:20])[C:3]1=[O:22].Br[C:24]1[CH:29]=[CH:28][N:27]2[CH:30]=[CH:31][N:32]=[C:26]2[CH:25]=1.C([O-])([O-])=O.[Na+].[Na+], predict the reaction product. The product is: [N:32]1[CH:31]=[CH:30][N:27]2[CH:28]=[CH:29][C:24]([C:8]3[CH:9]=[C:10]4[C:5]([C:4]([CH3:20])([CH3:21])[C:3](=[O:22])[N:2]4[CH3:1])=[CH:6][CH:7]=3)=[CH:25][C:26]=12. (3) The product is: [F:1][C:2]1[CH:10]=[C:9]2[C:5]([CH:6]=[N:7][N:8]2[CH:11]2[CH2:16][CH2:15][CH2:14][CH2:13][O:12]2)=[CH:4][C:3]=1[CH2:17][NH2:18]. Given the reactants [F:1][C:2]1[CH:10]=[C:9]2[C:5]([CH:6]=[N:7][N:8]2[CH:11]2[CH2:16][CH2:15][CH2:14][CH2:13][O:12]2)=[CH:4][C:3]=1[C:17]#[N:18], predict the reaction product. (4) Given the reactants [F:1][C:2]1[C:9]([F:10])=[CH:8][CH:7]=[C:6]([OH:11])[C:3]=1[CH:4]=[O:5].Br[CH2:13][C:14]1[CH:19]=[CH:18][CH:17]=[CH:16][CH:15]=1.C(=O)([O-])[O-].[K+].[K+], predict the reaction product. The product is: [CH2:13]([O:11][C:6]1[C:3]([CH:4]=[O:5])=[C:2]([F:1])[C:9]([F:10])=[CH:8][CH:7]=1)[C:14]1[CH:19]=[CH:18][CH:17]=[CH:16][CH:15]=1.